Dataset: Forward reaction prediction with 1.9M reactions from USPTO patents (1976-2016). Task: Predict the product of the given reaction. (1) Given the reactants [NH2:1][C:2]1[C:11]2[N:10]([S:12]([NH:15]C(=O)OC(C)(C)C)(=[O:14])=[O:13])[CH2:9][CH2:8][NH:7][C:6]=2[N:5]=[C:4]([C:23]2[C:31]3[C:26](=[N:27][CH:28]=[CH:29][CH:30]=3)[N:25]([CH2:32][C:33]3[CH:38]=[CH:37][CH:36]=[CH:35][C:34]=3[F:39])[N:24]=2)[N:3]=1.FC(F)(F)C(O)=O, predict the reaction product. The product is: [NH2:1][C:2]1[C:11]2[N:10]([S:12]([NH2:15])(=[O:13])=[O:14])[CH2:9][CH2:8][NH:7][C:6]=2[N:5]=[C:4]([C:23]2[C:31]3[C:26](=[N:27][CH:28]=[CH:29][CH:30]=3)[N:25]([CH2:32][C:33]3[CH:38]=[CH:37][CH:36]=[CH:35][C:34]=3[F:39])[N:24]=2)[N:3]=1. (2) Given the reactants [C:1]([NH:5][CH2:6][C:7]1[CH:12]=[CH:11][CH:10]=[C:9]([C:13]2[CH:18]=[CH:17][N:16]=[C:15]([Cl:19])[N:14]=2)[CH:8]=1)([CH3:4])([CH3:3])[CH3:2].Cl[C:21]([O:23][CH2:24][CH:25]=[CH2:26])=[O:22].C(N(C(C)C)CC)(C)C, predict the reaction product. The product is: [CH2:24]([O:23][C:21](=[O:22])[N:5]([C:1]([CH3:4])([CH3:2])[CH3:3])[CH2:6][C:7]1[CH:12]=[CH:11][CH:10]=[C:9]([C:13]2[CH:18]=[CH:17][N:16]=[C:15]([Cl:19])[N:14]=2)[CH:8]=1)[CH:25]=[CH2:26].